This data is from Reaction yield outcomes from USPTO patents with 853,638 reactions. The task is: Predict the reaction yield, written as a fraction of the theoretical maximum amount of product (1.0 means a 100% yield; for example, 0.34 means a 34% yield). (1) The reactants are Cl[C:2]1[N:6]([CH3:7])[N:5]=[CH:4][C:3]=1[N+:8]([O-:10])=[O:9].CC1(C)C(C)(C)OB([C:19]2[CH2:24][CH2:23][N:22]([C:25]([O:27][C:28]([CH3:31])([CH3:30])[CH3:29])=[O:26])[CH2:21][CH:20]=2)O1. No catalyst specified. The product is [CH3:7][N:6]1[C:2]([C:19]2[CH2:24][CH2:23][N:22]([C:25]([O:27][C:28]([CH3:31])([CH3:30])[CH3:29])=[O:26])[CH2:21][CH:20]=2)=[C:3]([N+:8]([O-:10])=[O:9])[CH:4]=[N:5]1. The yield is 0.800. (2) The reactants are O[C:2]1([CH2:31][C:32]([NH:34][CH3:35])=[O:33])[C:10]2[C:5](=[CH:6][CH:7]=[CH:8][CH:9]=2)[N:4]([CH:11]2[CH2:16][CH2:15][N:14]([C:17]3([CH3:29])[C:27]4=[C:28]5[C:23](=[CH:24][CH:25]=[CH:26]4)[CH:22]=[CH:21][CH:20]=[C:19]5[CH2:18]3)[CH2:13][CH2:12]2)[C:3]1=[O:30].C(N(CC)CC)C.C(N(S(F)(F)[F:49])CC)C. The catalyst is ClCCl. The product is [F:49][C:2]1([CH2:31][C:32]([NH:34][CH3:35])=[O:33])[C:10]2[C:5](=[CH:6][CH:7]=[CH:8][CH:9]=2)[N:4]([CH:11]2[CH2:16][CH2:15][N:14]([C:17]3([CH3:29])[C:27]4=[C:28]5[C:23](=[CH:24][CH:25]=[CH:26]4)[CH:22]=[CH:21][CH:20]=[C:19]5[CH2:18]3)[CH2:13][CH2:12]2)[C:3]1=[O:30]. The yield is 0.220. (3) The reactants are [F:1][C:2]1[CH:7]=[CH:6][C:5]([NH:8][CH:9]([CH3:18])[CH2:10][C:11]([O:13][C:14]([CH3:17])([CH3:16])[CH3:15])=[O:12])=[CH:4][CH:3]=1.[Cl:19][C:20]1[CH:25]=[CH:24][C:23]([S:26](Cl)(=[O:28])=[O:27])=[CH:22][CH:21]=1.CN(CCCN)C. The catalyst is N1C=CC=CC=1. The product is [Cl:19][C:20]1[CH:25]=[CH:24][C:23]([S:26]([N:8]([CH:9]([CH3:18])[CH2:10][C:11]([O:13][C:14]([CH3:17])([CH3:16])[CH3:15])=[O:12])[C:5]2[CH:4]=[CH:3][C:2]([F:1])=[CH:7][CH:6]=2)(=[O:28])=[O:27])=[CH:22][CH:21]=1. The yield is 0.990. (4) The reactants are [C:1](=[O:8])([O:3][C:4]([CH3:7])([CH3:6])[CH3:5])[NH2:2].[C:9](=O)(OC(C)(C)C)N.CN[C:19]1[N:24]=[CH:23][CH:22]=[CH:21][N:20]=1. The catalyst is C(O)(C)(C)C. The product is [CH3:9][C:21]1[CH:22]=[CH:23][N:24]=[C:19]([NH:2][C:1](=[O:8])[O:3][C:4]([CH3:7])([CH3:6])[CH3:5])[N:20]=1. The yield is 0.700. (5) The reactants are ClC1C(Cl)=CC=CC=1N1[CH2:14][CH2:13][N:12]([CH2:15][CH2:16][CH2:17][CH2:18][O:19][C:20]2[CH:29]=[CH:28][C:27]3[C:22](=[C:23]([OH:30])[CH:24]=[CH:25][CH:26]=3)[N:21]=2)[CH2:11][CH2:10]1.[F:31][C:32]1[CH:33]=[C:34]2C(=[CH:40][CH:41]=1)CNCC2. No catalyst specified. The product is [F:31][C:32]1[CH:41]=[C:40]2[C:10](=[CH:34][CH:33]=1)[CH2:11][N:12]([CH2:15][CH2:16][CH2:17][CH2:18][O:19][C:20]1[CH:29]=[CH:28][C:27]3[C:22](=[C:23]([OH:30])[CH:24]=[CH:25][CH:26]=3)[N:21]=1)[CH2:13][CH2:14]2. The yield is 0.140. (6) The reactants are [OH:1][CH:2]1[C:7]([C:8]([O:10][CH2:11][CH3:12])=[O:9])=[CH:6][CH2:5][O:4][CH2:3]1.C(OC=C)(=O)CCCCC.C1C(CCCCC(N)=O)SSC1. The catalyst is C(OC(C)C)(C)C. The product is [OH:1][C@@H:2]1[C:7]([C:8]([O:10][CH2:11][CH3:12])=[O:9])=[CH:6][CH2:5][O:4][CH2:3]1. The yield is 0.500. (7) The reactants are [CH2:1]([O:8][N:9]1[C:15](=[O:16])[N:14]2[CH2:17][C@H:10]1[CH2:11][CH2:12][C@H:13]2[C:18]([OH:20])=O)[C:2]1[CH:7]=[CH:6][CH:5]=[CH:4][CH:3]=1.[NH2:21][O:22][CH2:23][CH2:24][C:25]1[CH:30]=[CH:29][CH:28]=[CH:27][N:26]=1.ON1C2C=CC=CC=2N=N1.Cl.C(N=C=NCCCN(C)C)C. The catalyst is C(Cl)Cl. The product is [CH2:1]([O:8][N:9]1[C:15](=[O:16])[N:14]2[CH2:17][C@H:10]1[CH2:11][CH2:12][C@H:13]2[C:18]([NH:21][O:22][CH2:23][CH2:24][C:25]1[CH:30]=[CH:29][CH:28]=[CH:27][N:26]=1)=[O:20])[C:2]1[CH:3]=[CH:4][CH:5]=[CH:6][CH:7]=1. The yield is 0.910.